Task: Predict the reaction yield, written as a fraction of the theoretical maximum amount of product (1.0 means a 100% yield; for example, 0.34 means a 34% yield).. Dataset: Reaction yield outcomes from USPTO patents with 853,638 reactions (1) The reactants are [N+:1]([C:4]1[CH:9]=[CH:8][C:7]([S:10]([N:13]2[CH2:18][CH2:17][O:16][CH2:15][CH2:14]2)(=[O:12])=[O:11])=[CH:6][CH:5]=1)([O-])=O.[Cl-].[NH4+]. The catalyst is O.[Fe]. The product is [N:13]1([S:10]([C:7]2[CH:6]=[CH:5][C:4]([NH2:1])=[CH:9][CH:8]=2)(=[O:12])=[O:11])[CH2:14][CH2:15][O:16][CH2:17][CH2:18]1. The yield is 0.950. (2) The reactants are [OH:1][C@H:2]1[C@H:8]([NH:9]C(=O)OC(C)(C)C)[CH2:7][CH2:6][C@@H:5]([C:17]2[N:21]([CH3:22])[N:20]=[CH:19][C:18]=2[N+:23]([O-])=O)[O:4][CH2:3]1.[F:26][C:27]1[CH:32]=[C:31]([O:33][CH2:34][CH2:35][O:36][CH3:37])[CH:30]=[C:29]([F:38])[C:28]=1[C:39]1[N:44]=[C:43]([C:45](O)=[O:46])[CH:42]=[CH:41][C:40]=1[F:48]. No catalyst specified. The product is [NH2:9][C@H:8]1[C@H:2]([OH:1])[CH2:3][O:4][C@H:5]([C:17]2[N:21]([CH3:22])[N:20]=[CH:19][C:18]=2[NH:23][C:45](=[O:46])[C:43]2[CH:42]=[CH:41][C:40]([F:48])=[C:39]([C:28]3[C:29]([F:38])=[CH:30][C:31]([O:33][CH2:34][CH2:35][O:36][CH3:37])=[CH:32][C:27]=3[F:26])[N:44]=2)[CH2:6][CH2:7]1. The yield is 0.710. (3) The reactants are [N:1]1[CH:6]=[CH:5][C:4]([O:7][C@@H:8]2[CH2:13][CH2:12][C@H:11]([CH:14]([CH2:20][CH3:21])[C:15]([O:17]CC)=[O:16])[CH2:10][CH2:9]2)=[CH:3][CH:2]=1.O.CO.[OH-].[Li+]. The catalyst is C1COCC1. The yield is 0.910. The product is [N:1]1[CH:2]=[CH:3][C:4]([O:7][C@@H:8]2[CH2:9][CH2:10][C@H:11]([CH:14]([CH2:20][CH3:21])[C:15]([OH:17])=[O:16])[CH2:12][CH2:13]2)=[CH:5][CH:6]=1. (4) The reactants are [C:1]1([C:10]2[C:5](=[N:6][CH:7]=[CH:8][CH:9]=2)[CH2:4][O:3]1)=[O:2].[Br:11][C:12]1[CH:13]=[C:14]([OH:18])[CH:15]=[CH:16][CH:17]=1.CO.C[O-].[Na+].CN(C=O)C. The catalyst is C1(C)C(C)=CC=CC=1.C1(C)C=CC=CC=1.O. The product is [Br:11][C:12]1[CH:13]=[C:14]([CH:15]=[CH:16][CH:17]=1)[O:18][CH2:4][C:5]1[N:6]=[CH:7][CH:8]=[CH:9][C:10]=1[C:1]([OH:3])=[O:2]. The yield is 0.490. (5) The reactants are C(OC([N:8]1[CH2:13][CH2:12][N:11]([C:14](=[O:32])[C:15]2[CH:20]=[CH:19][CH:18]=[C:17]([C:21]3[C:30]4[C:25](=[CH:26][CH:27]=[C:28](Br)[CH:29]=4)[N:24]=[CH:23][N:22]=3)[CH:16]=2)[CH2:10][C@H:9]1[CH3:33])=O)(C)(C)C.[CH3:34][O:35][C:36]1[N:43]=[CH:42][C:41](B2OC(C)(C)C(C)(C)O2)=[CH:40][C:37]=1[C:38]#[N:39].C([O-])([O-])=O.[Na+].[Na+].C(O)(C(F)(F)F)=O. The catalyst is CCOC(C)=O.C1C=CC([P]([Pd]([P](C2C=CC=CC=2)(C2C=CC=CC=2)C2C=CC=CC=2)([P](C2C=CC=CC=2)(C2C=CC=CC=2)C2C=CC=CC=2)[P](C2C=CC=CC=2)(C2C=CC=CC=2)C2C=CC=CC=2)(C2C=CC=CC=2)C2C=CC=CC=2)=CC=1.COCCOC. The product is [CH3:34][O:35][C:36]1[N:43]=[CH:42][C:41]([C:28]2[CH:29]=[C:30]3[C:25](=[CH:26][CH:27]=2)[N:24]=[CH:23][N:22]=[C:21]3[C:17]2[CH:18]=[CH:19][CH:20]=[C:15]([C:14]([N:11]3[CH2:12][CH2:13][NH:8][C@H:9]([CH3:33])[CH2:10]3)=[O:32])[CH:16]=2)=[CH:40][C:37]=1[C:38]#[N:39]. The yield is 0.390. (6) The catalyst is OS(O)(=O)=O. The product is [F:1][C:2]1[C:3]([F:23])=[C:4]2[O:9][CH2:8][C@H:7]([CH2:10][F:11])[N:6]3[CH:12]=[C:13]([C:18]([O:20][CH2:21][CH3:22])=[O:19])[C:14](=[O:17])[C:15]([C:16]=1[N+:24]([O-:26])=[O:25])=[C:5]23. The yield is 0.800. The reactants are [F:1][C:2]1[C:3]([F:23])=[C:4]2[O:9][CH2:8][C@H:7]([CH2:10][F:11])[N:6]3[CH:12]=[C:13]([C:18]([O:20][CH2:21][CH3:22])=[O:19])[C:14](=[O:17])[C:15]([CH:16]=1)=[C:5]23.[N+:24]([O-])([O-:26])=[O:25].[K+]. (7) The reactants are Br[C:2]1[CH:3]=[C:4]([C:8]2[CH:13]=[CH:12][CH:11]=[C:10](Br)[CH:9]=2)[CH:5]=[CH:6][CH:7]=1.CC1(C)C(C)(C)OB([C:23]2[CH:40]=[CH:39][C:38]3[C:40]4[C:23](=[CH:24][CH:25]=[CH:38][CH:39]=4)[C:40]4[C:23](=[CH:24][CH:25]=[CH:38][CH:39]=4)[C:25]=3[CH:24]=2)O1.C1(P(C2CCCCC2)[C:49]2[CH:54]=[CH:53][CH:52]=[CH:51][C:50]=2[C:55]2[C:60](OC)=[CH:59][CH:58]=[CH:57][C:56]=2OC)CCCCC1. The catalyst is [Pd].C(=CC(C=CC1C=CC=CC=1)=O)C1C=CC=CC=1.C(=CC(C=CC1C=CC=CC=1)=O)C1C=CC=CC=1.C(=CC(C=CC1C=CC=CC=1)=O)C1C=CC=CC=1.O.[O-]P([O-])([O-])=O.[K+].[K+].[K+]. The yield is 0.890. The product is [CH:2]1[C:3]2[C:23]3[C:40](=[CH:39][CH:38]=[CH:25][CH:24]=3)[C:13]3[C:8](=[CH:9][CH:10]=[CH:11][CH:12]=3)[C:4]=2[CH:5]=[CH:6][C:7]=1[C:39]1[CH:38]=[C:25]([C:23]2[CH:40]=[CH:39][CH:38]=[C:25]([C:23]3[CH:40]=[CH:39][C:38]4[C:49]5[C:50](=[CH:51][CH:52]=[CH:53][CH:54]=5)[C:55]5[C:56](=[CH:57][CH:58]=[CH:59][CH:60]=5)[C:25]=4[CH:24]=3)[CH:24]=2)[CH:24]=[CH:23][CH:40]=1. (8) The yield is 0.350. The product is [N:1]1[CH:6]=[CH:5][CH:4]=[C:3]([C:7]2[CH:8]=[C:9]([CH:14]=[CH:15][CH:16]=2)[C:10]([NH:17][NH2:18])=[O:11])[CH:2]=1. The reactants are [N:1]1[CH:6]=[CH:5][CH:4]=[C:3]([C:7]2[CH:8]=[C:9]([CH:14]=[CH:15][CH:16]=2)[C:10](OC)=[O:11])[CH:2]=1.[NH2:17][NH2:18].C(OCC)C. The catalyst is CO.